Dataset: Catalyst prediction with 721,799 reactions and 888 catalyst types from USPTO. Task: Predict which catalyst facilitates the given reaction. (1) Reactant: [C:1](Cl)(=[O:3])[CH3:2].[NH2:5][C@H:6]([C:8]1[CH:13]=[C:12]([Cl:14])[CH:11]=[CH:10][C:9]=1[CH:15]1[CH2:20][CH2:19][N:18]([C:21]([O:23][C:24]([CH3:27])([CH3:26])[CH3:25])=[O:22])[CH2:17][CH2:16]1)[CH3:7].C(N(CC)CC)C.O. Product: [C:1]([NH:5][C@H:6]([C:8]1[CH:13]=[C:12]([Cl:14])[CH:11]=[CH:10][C:9]=1[CH:15]1[CH2:20][CH2:19][N:18]([C:21]([O:23][C:24]([CH3:26])([CH3:25])[CH3:27])=[O:22])[CH2:17][CH2:16]1)[CH3:7])(=[O:3])[CH3:2]. The catalyst class is: 4. (2) Reactant: [F:1][C:2]1[CH:3]=[C:4]2[C:9](=[CH:10][CH:11]=1)[N:8]=[C:7]([SH:12])[NH:6][C:5]2=[O:13].Br[CH2:15][CH2:16][C:17]([OH:19])=[O:18].C(=O)([O-])[O-].[K+].[K+].Cl. Product: [F:1][C:2]1[CH:3]=[C:4]2[C:9](=[CH:10][CH:11]=1)[N:8]=[C:7]([S:12][CH2:15][CH2:16][C:17]([OH:19])=[O:18])[NH:6][C:5]2=[O:13]. The catalyst class is: 444. (3) Reactant: [NH2:1][C@@H:2]1[CH2:7][C@@H:6]([CH2:8][CH2:9][CH2:10][CH:11]=[CH2:12])[O:5][C@:4]([C@@H:15]2[CH2:19][S:18][C:17](=[O:20])[N:16]2[CH2:21][C:22]2[CH:27]=[CH:26][C:25]([O:28][CH3:29])=[CH:24][CH:23]=2)([O:13][CH3:14])[CH2:3]1.[C:30](=O)([O:41]CCCC=C)[O:31][C:32]1C=[CH:36][C:35]([N+]([O-])=O)=[CH:34][CH:33]=1.C(N(C(C)C)CC)(C)C. Product: [CH3:14][O:13][C@:4]1([C@@H:15]2[CH2:19][S:18][C:17](=[O:20])[N:16]2[CH2:21][C:22]2[CH:27]=[CH:26][C:25]([O:28][CH3:29])=[CH:24][CH:23]=2)[CH2:3][C@H:2]([NH:1][C:30](=[O:41])[O:31][CH2:32][CH2:33][CH2:34][CH:35]=[CH2:36])[CH2:7][C@@H:6]([CH2:8][CH2:9][CH2:10][CH:11]=[CH2:12])[O:5]1. The catalyst class is: 154. (4) Reactant: [Br:1][C:2]1[CH:7]=[C:6](F)[C:5]([N+:9]([O-:11])=[O:10])=[CH:4][C:3]=1[C:12]([F:15])([F:14])[F:13].C(N(CC)C(C)C)(C)C.[CH3:25][NH:26][CH2:27][CH2:28][OH:29].O. Product: [Br:1][C:2]1[C:3]([C:12]([F:15])([F:14])[F:13])=[CH:4][C:5]([N+:9]([O-:11])=[O:10])=[C:6]([N:26]([CH3:25])[CH2:27][CH2:28][OH:29])[CH:7]=1. The catalyst class is: 3. (5) Product: [Cl:18][C:15]1[CH:16]=[CH:17][C:12]([C:5]2[N:6]=[C:7]([C:8]([O:10][CH3:11])=[O:9])[C:2]3[C:24]([CH3:25])=[CH:23][N:22]([CH2:35][O:34][CH2:32][CH3:33])[C:3]=3[N:4]=2)=[C:13]([F:21])[C:14]=1[O:19][CH3:20]. Reactant: Cl[C:2]1[C:3]([NH:22][CH2:23][CH:24]=[CH2:25])=[N:4][C:5]([C:12]2[CH:17]=[CH:16][C:15]([Cl:18])=[C:14]([O:19][CH3:20])[C:13]=2[F:21])=[N:6][C:7]=1[C:8]([O:10][CH3:11])=[O:9].CC(C)([O-])C.[K+].[CH2:32]([O:34][CH2:35]Cl)[CH3:33]. The catalyst class is: 7. (6) Reactant: [CH3:1][O:2][C:3](=[O:12])[C:4]1[CH:9]=[CH:8][C:7]([CH3:10])=[C:6]([Br:11])[CH:5]=1.C1C(=O)N([Br:20])C(=O)C1.C(OOC(=O)C1C=CC=CC=1)(=O)C1C=CC=CC=1. Product: [Br:11][C:6]1[CH:5]=[C:4]([C:3]([O:2][CH3:1])=[O:12])[CH:9]=[CH:8][C:7]=1[CH2:10][Br:20]. The catalyst class is: 53.